Dataset: Full USPTO retrosynthesis dataset with 1.9M reactions from patents (1976-2016). Task: Predict the reactants needed to synthesize the given product. Given the product [CH2:24]([NH:31][C:6]1[C:5]([N+:16]([O-:18])=[O:17])=[C:4]([C:19]2[O:20][CH:21]=[CH:22][CH:23]=2)[N:3]=[C:2]([NH2:1])[N:7]=1)[C:25]1[CH:30]=[CH:29][CH:28]=[CH:27][CH:26]=1, predict the reactants needed to synthesize it. The reactants are: [NH2:1][C:2]1[N:7]=[C:6](OS(C(F)(F)F)(=O)=O)[C:5]([N+:16]([O-:18])=[O:17])=[C:4]([C:19]2[O:20][CH:21]=[CH:22][CH:23]=2)[N:3]=1.[CH2:24]([NH2:31])[C:25]1[CH:30]=[CH:29][CH:28]=[CH:27][CH:26]=1.